From a dataset of Peptide-MHC class I binding affinity with 185,985 pairs from IEDB/IMGT. Regression. Given a peptide amino acid sequence and an MHC pseudo amino acid sequence, predict their binding affinity value. This is MHC class I binding data. (1) The peptide sequence is RRFNLFNKF. The MHC is HLA-B08:02 with pseudo-sequence HLA-B08:02. The binding affinity (normalized) is 0.0847. (2) The peptide sequence is GHQAAMQML. The MHC is HLA-A31:01 with pseudo-sequence HLA-A31:01. The binding affinity (normalized) is 0.404.